Dataset: Forward reaction prediction with 1.9M reactions from USPTO patents (1976-2016). Task: Predict the product of the given reaction. (1) Given the reactants [NH:1]1[C:5]([C:6]2[O:10][N:9]=[C:8]([N:11]3[CH2:16][CH2:15][N:14]([C:17]([O:19][CH2:20][C:21]4[CH:26]=[CH:25][CH:24]=[CH:23][CH:22]=4)=[O:18])[CH2:13][CH2:12]3)[CH:7]=2)=[N:4][N:3]=[N:2]1.C(N(CC)CC)C.Br[CH2:35][C:36]([O:38][CH2:39][CH3:40])=[O:37], predict the reaction product. The product is: [CH2:39]([O:38][C:36](=[O:37])[CH2:35][N:3]1[N:2]=[N:1][C:5]([C:6]2[O:10][N:9]=[C:8]([N:11]3[CH2:12][CH2:13][N:14]([C:17]([O:19][CH2:20][C:21]4[CH:26]=[CH:25][CH:24]=[CH:23][CH:22]=4)=[O:18])[CH2:15][CH2:16]3)[CH:7]=2)=[N:4]1)[CH3:40]. (2) Given the reactants [F:1][CH:2]([F:23])[O:3][C:4]1[CH:5]=[C:6](B2OCC(C)(C)CO2)[CH:7]=[C:8]([CH:10]2[O:14][CH2:13][CH2:12][O:11]2)[CH:9]=1.[OH-:24].[Na+].OO.Cl, predict the reaction product. The product is: [F:1][CH:2]([F:23])[O:3][C:4]1[CH:5]=[C:6]([OH:24])[CH:7]=[C:8]([CH:10]2[O:14][CH2:13][CH2:12][O:11]2)[CH:9]=1. (3) Given the reactants [N:1]1([C:7]2[N:12]=[CH:11][C:10]([C:13]3[CH:22]=[C:21]4[C:16]([CH:17]=[CH:18][CH:19]=[N:20]4)=[C:15](OS(C(F)(F)F)(=O)=O)[N:14]=3)=[CH:9][CH:8]=2)[CH2:6][CH2:5][O:4][CH2:3][CH2:2]1.Cl.[Cl:32]CCl.C(OCC)(=O)C, predict the reaction product. The product is: [Cl:32][C:15]1[N:14]=[C:13]([C:10]2[CH:11]=[N:12][C:7]([N:1]3[CH2:6][CH2:5][O:4][CH2:3][CH2:2]3)=[CH:8][CH:9]=2)[CH:22]=[C:21]2[C:16]=1[CH:17]=[CH:18][CH:19]=[N:20]2. (4) Given the reactants [F:1][C:2]1[CH:3]=[C:4]([CH2:17][OH:18])[CH:5]=[C:6]([F:16])[C:7]=1[O:8][C:9]1[CH:14]=[CH:13][CH:12]=[C:11]([F:15])[CH:10]=1.Cl[C:20]1[CH:21]=[C:22]2[N:29]([CH3:30])[C@@H:28]([CH3:31])[CH2:27][N:23]2[C:24](=[O:26])[N:25]=1, predict the reaction product. The product is: [F:1][C:2]1[CH:3]=[C:4]([CH:5]=[C:6]([F:16])[C:7]=1[O:8][C:9]1[CH:14]=[CH:13][CH:12]=[C:11]([F:15])[CH:10]=1)[CH2:17][O:18][C:20]1[CH:21]=[C:22]2[N:29]([CH3:30])[C@@H:28]([CH3:31])[CH2:27][N:23]2[C:24](=[O:26])[N:25]=1. (5) Given the reactants C([N:8](CC1C=CC=CC=1)[C:9]1([CH2:14][NH:15][C:16]2[C:25]3[C:20](=[CH:21][CH:22]=[C:23]([CH3:26])[CH:24]=3)[N:19]=[C:18]([N:27]3[CH2:33][C:32]4[CH:34]=[CH:35][CH:36]=[CH:37][C:31]=4[S:30](=[O:39])(=[O:38])[CH2:29][CH2:28]3)[CH:17]=2)[CH2:13]C[O:11][CH2:10]1)C1C=CC=CC=1.N[CH2:48]C1(N(CC2C=CC=CC=2)CC2C=CC=CC=2)COC1, predict the reaction product. The product is: [NH2:8][C:9]1([CH2:14][NH:15][C:16]2[C:25]3[C:20](=[CH:21][CH:22]=[C:23]([CH3:26])[CH:24]=3)[N:19]=[C:18]([N:27]3[CH2:33][C:32]4[CH:34]=[CH:35][C:36]([CH3:48])=[CH:37][C:31]=4[S:30](=[O:38])(=[O:39])[CH2:29][CH2:28]3)[CH:17]=2)[CH2:10][O:11][CH2:13]1. (6) Given the reactants [CH3:1][O:2][C:3](=[O:26])[CH:4]=[C:5]([C:7]1[CH:8]=[C:9]2[C:13](=[CH:14][CH:15]=1)[N:12]([S:16]([C:19]1[CH:24]=[CH:23][CH:22]=[CH:21][CH:20]=1)(=[O:18])=[O:17])[CH:11]=[C:10]2I)[CH3:6].[CH2:27]([O:31][C:32]1[C:37]([CH:38]([CH3:40])[CH3:39])=[CH:36][C:35]([CH:41]([CH3:43])[CH3:42])=[CH:34][C:33]=1B(O)O)[CH2:28][CH2:29][CH3:30].C([O-])([O-])=O.[Na+].[Na+], predict the reaction product. The product is: [CH3:1][O:2][C:3](=[O:26])[CH:4]=[C:5]([C:7]1[CH:8]=[C:9]2[C:13](=[CH:14][CH:15]=1)[N:12]([S:16]([C:19]1[CH:24]=[CH:23][CH:22]=[CH:21][CH:20]=1)(=[O:18])=[O:17])[CH:11]=[C:10]2[C:33]1[CH:34]=[C:35]([CH:41]([CH3:43])[CH3:42])[CH:36]=[C:37]([CH:38]([CH3:39])[CH3:40])[C:32]=1[O:31][CH2:27][CH2:28][CH2:29][CH3:30])[CH3:6].